This data is from Buchwald-Hartwig C-N cross coupling reaction yields with 55,370 reactions. The task is: Predict the reaction yield, written as a fraction of the theoretical maximum amount of product (1.0 means a 100% yield; for example, 0.34 means a 34% yield). (1) The reactants are FC(F)(F)c1ccc(Cl)cc1.Cc1ccc(N)cc1.O=S(=O)(O[Pd]1c2ccccc2-c2ccccc2N~1)C(F)(F)F.COc1ccc(OC)c(P([C@]23C[C@H]4C[C@H](C[C@H](C4)C2)C3)[C@]23C[C@H]4C[C@H](C[C@H](C4)C2)C3)c1-c1c(C(C)C)cc(C(C)C)cc1C(C)C.CN(C)C(=NC(C)(C)C)N(C)C.c1ccc(-c2ccno2)cc1. No catalyst specified. The product is Cc1ccc(Nc2ccc(C(F)(F)F)cc2)cc1. The yield is 0.0396. (2) The reactants are CCc1ccc(Cl)cc1.Cc1ccc(N)cc1.O=S(=O)(O[Pd]1c2ccccc2-c2ccccc2N~1)C(F)(F)F.CC(C)c1cc(C(C)C)c(-c2ccccc2P(C(C)(C)C)C(C)(C)C)c(C(C)C)c1.CCN=P(N=P(N(C)C)(N(C)C)N(C)C)(N(C)C)N(C)C.Cc1cc(-n2cccc2)no1. No catalyst specified. The product is CCc1ccc(Nc2ccc(C)cc2)cc1. The yield is 0.125.